From a dataset of Forward reaction prediction with 1.9M reactions from USPTO patents (1976-2016). Predict the product of the given reaction. Given the reactants [Br:1][C:2]1[CH:7]=[C:6]([CH3:8])[C:5]([NH2:9])=[C:4]([CH2:10][CH3:11])[CH:3]=1.[N:12]([O-])=O.[Na+], predict the reaction product. The product is: [Br:1][C:2]1[CH:7]=[C:6]2[C:5](=[C:4]([CH2:10][CH3:11])[CH:3]=1)[NH:9][N:12]=[CH:8]2.[Br:1][C:2]1[CH:3]=[C:4]2[C:5](=[C:6]([CH3:8])[CH:7]=1)[NH:9][N:12]=[C:10]2[CH3:11].